This data is from Forward reaction prediction with 1.9M reactions from USPTO patents (1976-2016). The task is: Predict the product of the given reaction. (1) Given the reactants [CH2:1]([N:4]1[C:17]2[C:8](=[C:9]3[C:14](=[CH:15][CH:16]=2)[N:13]=[C:12]([O:18][CH:19]([CH3:21])[CH3:20])[CH:11]=[C:10]3[C:22]([F:25])([F:24])[F:23])[O:7][CH2:6][C@H:5]1[CH2:26][CH3:27])[CH:2]=[CH2:3].CCN(CC)CC, predict the reaction product. The product is: [CH2:26]([C@@H:5]1[CH2:6][O:7][C:8]2=[C:9]3[C:14](=[CH:15][CH:16]=[C:17]2[N:4]1[CH2:1][CH2:2][CH3:3])[N:13]=[C:12]([O:18][CH:19]([CH3:20])[CH3:21])[CH:11]=[C:10]3[C:22]([F:23])([F:25])[F:24])[CH3:27]. (2) Given the reactants [F:1][C:2]1[CH:3]=[C:4]([NH:8][C:9]([C:11]2[NH:12][C:13](C3C4C(=CC=C(C(F)(F)F)C=4)NN=3)=[CH:14][CH:15]=2)=[O:10])[CH:5]=[CH:6][CH:7]=1.[Cl:29][C:30]1[CH:38]=[C:37]([N+:39]([O-:41])=[O:40])[CH:36]=[CH:35][C:31]=1[C:32](Cl)=[O:33].[Sn](Cl)(Cl)(Cl)Cl, predict the reaction product. The product is: [F:1][C:2]1[CH:3]=[C:4]([NH:8][C:9]([C:11]2[NH:12][C:13]([C:32](=[O:33])[C:31]3[CH:35]=[CH:36][C:37]([N+:39]([O-:41])=[O:40])=[CH:38][C:30]=3[Cl:29])=[CH:14][CH:15]=2)=[O:10])[CH:5]=[CH:6][CH:7]=1. (3) Given the reactants [F:1][C:2]1[CH:3]=[C:4]([CH:7]=[CH:8][C:9]=1[C:10]1[S:11][C:12]2[C:17]([N:18]=1)=[CH:16][CH:15]=[C:14]([C:19]1([C:25]3[CH:30]=[CH:29][CH:28]=[CH:27][CH:26]=3)[CH2:24][CH2:23][CH2:22][CH2:21][CH2:20]1)[N:13]=2)[CH:5]=O.Cl.[NH:32]1[CH2:35][CH:34]([C:36]([O:38][CH3:39])=[O:37])[CH2:33]1, predict the reaction product. The product is: [F:1][C:2]1[CH:3]=[C:4]([CH2:5][N:32]2[CH2:35][CH:34]([C:36]([O:38][CH3:39])=[O:37])[CH2:33]2)[CH:7]=[CH:8][C:9]=1[C:10]1[S:11][C:12]2[C:17]([N:18]=1)=[CH:16][CH:15]=[C:14]([C:19]1([C:25]3[CH:26]=[CH:27][CH:28]=[CH:29][CH:30]=3)[CH2:20][CH2:21][CH2:22][CH2:23][CH2:24]1)[N:13]=2. (4) Given the reactants [CH3:1][C:2]1([CH3:12])[O:6][C:5](=[CH:7][C:8](Cl)=[O:9])[C:4](=[O:11])[O:3]1.[F:13][C:14]1[CH:19]=[CH:18][C:17]([CH2:20][CH2:21][CH2:22][NH:23][O:24][CH3:25])=[CH:16][CH:15]=1, predict the reaction product. The product is: [CH3:1][C:2]1([CH3:12])[O:6][C:5](=[CH:7][C:8]([N:23]([CH2:22][CH2:21][CH2:20][C:17]2[CH:16]=[CH:15][C:14]([F:13])=[CH:19][CH:18]=2)[O:24][CH3:25])=[O:9])[C:4](=[O:11])[O:3]1. (5) The product is: [C:20]([NH:19][C:15]1[CH:14]=[C:13]([C:12]#[C:11][C:3]2[C:2]([NH:1][C:23](=[O:24])[C:25]([F:28])([F:27])[F:26])=[C:7]([CH:8]([F:10])[CH3:9])[CH:6]=[CH:5][N:4]=2)[CH:18]=[CH:17][N:16]=1)(=[O:22])[CH3:21]. Given the reactants [NH2:1][C:2]1[C:3]([C:11]#[C:12][C:13]2[CH:18]=[CH:17][N:16]=[C:15]([NH:19][C:20](=[O:22])[CH3:21])[CH:14]=2)=[N:4][CH:5]=[CH:6][C:7]=1[CH:8]([F:10])[CH3:9].[C:23](O)([C:25]([F:28])([F:27])[F:26])=[O:24], predict the reaction product. (6) Given the reactants Br[C:2]1[CH:11]=[C:10]2[C:5]([CH2:6][CH2:7][CH2:8][C:9]2([CH3:13])[CH3:12])=[CH:4][CH:3]=1.[B:14]1([B:14]2[O:18][C:17]([CH3:20])([CH3:19])[C:16]([CH3:22])([CH3:21])[O:15]2)[O:18][C:17]([CH3:20])([CH3:19])[C:16]([CH3:22])([CH3:21])[O:15]1, predict the reaction product. The product is: [CH3:12][C:9]1([CH3:13])[C:10]2[CH:11]=[C:2]([B:14]3[O:18][C:17]([CH3:20])([CH3:19])[C:16]([CH3:22])([CH3:21])[O:15]3)[CH:3]=[CH:4][C:5]=2[CH2:6][CH2:7][CH2:8]1. (7) Given the reactants [NH:1]1[CH:5]=[CH:4][C:3]([C:6]2[S:7][CH:8]=[CH:9][N:10]=2)=[CH:2]1.N1C2[C:15](=[CH:16][CH:17]=[C:18]3[C:23]=2[N:22]=[CH:21][CH:20]=[CH:19]3)[CH:14]=[CH:13][CH:12]=1.P([O-])([O-])([O-])=O.[K+].[K+].[K+], predict the reaction product. The product is: [S:7]1[CH:8]=[CH:9][N:10]=[C:6]1[C:3]1[CH:4]=[CH:5][N:1]([C:15]2[CH:16]=[C:17]([C:18]3[CH:23]=[N:22][CH:21]=[CH:20][CH:19]=3)[CH:12]=[CH:13][CH:14]=2)[CH:2]=1. (8) Given the reactants [N:1]1[CH:6]=[CH:5][CH:4]=[N:3][C:2]=1[CH2:7][CH2:8][CH2:9][C:10](=[O:33])[CH2:11][S:12]([N:15]1[CH2:20][CH2:19][N:18]([C:21]2[N:26]=[CH:25][C:24]([O:27][CH2:28][C:29]([F:32])([F:31])[F:30])=[CH:23][N:22]=2)[CH2:17][CH2:16]1)(=[O:14])=[O:13].[BH4-].[Na+], predict the reaction product. The product is: [N:1]1[CH:6]=[CH:5][CH:4]=[N:3][C:2]=1[CH2:7][CH2:8][CH2:9][CH:10]([OH:33])[CH2:11][S:12]([N:15]1[CH2:20][CH2:19][N:18]([C:21]2[N:22]=[CH:23][C:24]([O:27][CH2:28][C:29]([F:30])([F:32])[F:31])=[CH:25][N:26]=2)[CH2:17][CH2:16]1)(=[O:13])=[O:14]. (9) The product is: [Br:1][C:15]1[CH:16]=[C:17]2[C:12](=[CH:13][CH:14]=1)[NH:11][C:10](=[O:18])[C:9]2([CH2:7][CH3:8])[CH2:19][CH3:20]. Given the reactants [Br:1]Br.C(O)(=O)C.[CH2:7]([C:9]1([CH2:19][CH3:20])[C:17]2[C:12](=[CH:13][CH:14]=[CH:15][CH:16]=2)[NH:11][C:10]1=[O:18])[CH3:8].C([O-])(=O)C.[Na+], predict the reaction product. (10) Given the reactants [C:1]([NH:5][S:6]([CH2:9][CH2:10][CH2:11][CH2:12][OH:13])(=[O:8])=[O:7])([CH3:4])([CH3:3])[CH3:2].[C:14](OC(=O)C)(=[O:16])[CH3:15], predict the reaction product. The product is: [C:1]([NH:5][S:6]([CH2:9][CH2:10][CH2:11][CH2:12][O:13][C:14](=[O:16])[CH3:15])(=[O:7])=[O:8])([CH3:4])([CH3:3])[CH3:2].